This data is from TCR-epitope binding with 47,182 pairs between 192 epitopes and 23,139 TCRs. The task is: Binary Classification. Given a T-cell receptor sequence (or CDR3 region) and an epitope sequence, predict whether binding occurs between them. (1) The epitope is VLWAHGFEL. The TCR CDR3 sequence is CATSGYTGELFF. Result: 1 (the TCR binds to the epitope). (2) The epitope is MPASWVMRI. Result: 1 (the TCR binds to the epitope). The TCR CDR3 sequence is CASSQGLASTDTQYF. (3) The epitope is LPAADLDDF. The TCR CDR3 sequence is CASIFGELFF. Result: 0 (the TCR does not bind to the epitope). (4) The epitope is IQYIDIGNY. The TCR CDR3 sequence is CASRRTGQSYNSPLHF. Result: 0 (the TCR does not bind to the epitope). (5) Result: 0 (the TCR does not bind to the epitope). The epitope is TLDSKTQSL. The TCR CDR3 sequence is CASSSLGGKNYGYTF. (6) The epitope is MPASWVMRI. The TCR CDR3 sequence is CASSSYEGKGQSHYEQYF. Result: 1 (the TCR binds to the epitope). (7) The epitope is VVYRGTTTY. The TCR CDR3 sequence is CASSQGATQGNEQFF. Result: 0 (the TCR does not bind to the epitope).